From a dataset of Full USPTO retrosynthesis dataset with 1.9M reactions from patents (1976-2016). Predict the reactants needed to synthesize the given product. Given the product [C:13]([C:12]1[CH:15]=[CH:16][C:9]([N:8]2[C:3]3=[N:4][CH:5]=[CH:6][CH:7]=[C:2]3[N:1]=[C:23]2[C:22]([NH:21][CH:18]2[CH2:20][CH2:19]2)=[O:28])=[CH:10][C:11]=1[F:17])#[N:14], predict the reactants needed to synthesize it. The reactants are: [NH2:1][C:2]1[C:3]([NH:8][C:9]2[CH:16]=[CH:15][C:12]([C:13]#[N:14])=[C:11]([F:17])[CH:10]=2)=[N:4][CH:5]=[CH:6][CH:7]=1.[CH:18]1([NH:21][C:22](=[O:28])[C:23](OCC)=O)[CH2:20][CH2:19]1.CC(C)([O-])C.[K+].C(P1(=O)OP(=O)(CCC)OP(=O)(CCC)O1)CC.C(=O)(O)[O-].[Na+].